From a dataset of Forward reaction prediction with 1.9M reactions from USPTO patents (1976-2016). Predict the product of the given reaction. (1) Given the reactants F[C:2]1[CH:7]=[C:6]([CH3:8])[CH:5]=[CH:4][C:3]=1[N+:9]([O-:11])=[O:10].[CH3:12][O:13][C:14]([C:16]1[NH:17][CH:18]=[C:19]([C:21]2[CH:26]=[CH:25][CH:24]=[CH:23][CH:22]=2)[CH:20]=1)=[O:15].C(=O)([O-])[O-].[Cs+].[Cs+], predict the reaction product. The product is: [CH3:12][O:13][C:14]([C:16]1[N:17]([C:2]2[CH:7]=[C:6]([CH3:8])[CH:5]=[CH:4][C:3]=2[N+:9]([O-:11])=[O:10])[CH:18]=[C:19]([C:21]2[CH:26]=[CH:25][CH:24]=[CH:23][CH:22]=2)[CH:20]=1)=[O:15]. (2) Given the reactants [C:1]([O:5][C:6]([NH:8][C:9]1[C:10]([Cl:30])=[C:11]([N:17]2[CH2:22][CH2:21][N:20]([CH:23]3[CH2:26][O:25][CH2:24]3)[CH:19]([C:27]([O-:29])=O)[CH2:18]2)[CH:12]=[C:13]([C:15]#[N:16])[CH:14]=1)=[O:7])([CH3:4])([CH3:3])[CH3:2].[Li].CCN(C(C)C)C(C)C.[NH:41]1[CH2:46][CH2:45][O:44][CH2:43][CH2:42]1.C(P1(=O)OP(CCC)(=O)OP(CCC)(=O)O1)CC, predict the reaction product. The product is: [C:1]([O:5][C:6](=[O:7])[NH:8][C:9]1[CH:14]=[C:13]([C:15]#[N:16])[CH:12]=[C:11]([N:17]2[CH2:22][CH2:21][N:20]([CH:23]3[CH2:26][O:25][CH2:24]3)[CH:19]([C:27]([N:41]3[CH2:46][CH2:45][O:44][CH2:43][CH2:42]3)=[O:29])[CH2:18]2)[C:10]=1[Cl:30])([CH3:4])([CH3:3])[CH3:2]. (3) Given the reactants [Cl:1]CCC1C=CC(C2C=CC(S(CCOC)(=O)=O)=CC=2)=CC=1.C(=O)([O-])[O-].[K+].[K+].[I-].[K+].C[C@@H]1CCCN1.[CH3:37][O:38][CH2:39][CH2:40][S:41]([C:44]1[CH:49]=[CH:48][C:47]([C:50]2[CH:55]=[CH:54][C:53]([CH2:56][CH2:57][N:58]3[CH2:62][CH2:61][CH2:60][C@H:59]3[CH3:63])=[CH:52][CH:51]=2)=[CH:46][CH:45]=1)(=[O:43])=[O:42], predict the reaction product. The product is: [CH3:37][O:38][CH2:39][CH2:40][S:41]([C:44]1[CH:45]=[CH:46][C:47]([C:50]2[CH:55]=[CH:54][C:53]([CH2:56][CH2:57][N:58]3[CH2:62][CH2:61][CH2:60][C@H:59]3[CH3:63])=[CH:52][CH:51]=2)=[CH:48][CH:49]=1)(=[O:43])=[O:42].[ClH:1].[CH3:37][O:38][CH2:39][CH2:40][S:41]([C:44]1[CH:45]=[CH:46][C:47]([C:50]2[CH:55]=[CH:54][C:53]([CH2:56][CH2:57][N:58]3[CH2:62][CH2:61][CH2:60][C@H:59]3[CH3:63])=[CH:52][CH:51]=2)=[CH:48][CH:49]=1)(=[O:43])=[O:42]. (4) Given the reactants [NH:1]1[CH2:6][CH2:5][O:4][CH2:3][CH2:2]1.C(N(CC)CC)C.[I-].[K+].Cl[CH2:17][C:18]1[N:19]=[C:20]2[CH:25]=[C:24]([C:26]3[CH:31]=[CH:30][C:29]([Cl:32])=[CH:28][C:27]=3[Cl:33])[N:23]=[C:22]([S:34][CH2:35][CH3:36])[N:21]2[CH:37]=1, predict the reaction product. The product is: [Cl:33][C:27]1[CH:28]=[C:29]([Cl:32])[CH:30]=[CH:31][C:26]=1[C:24]1[N:23]=[C:22]([S:34][CH2:35][CH3:36])[N:21]2[CH:37]=[C:18]([CH2:17][N:1]3[CH2:6][CH2:5][O:4][CH2:3][CH2:2]3)[N:19]=[C:20]2[CH:25]=1.